Predict which catalyst facilitates the given reaction. From a dataset of Catalyst prediction with 721,799 reactions and 888 catalyst types from USPTO. (1) Reactant: [CH2:1]([C:3]1[N:4]([CH2:17][CH2:18][O:19][CH2:20][CH2:21][NH:22][C:23](=[O:29])[O:24][C:25]([CH3:28])([CH3:27])[CH3:26])[C:5]2[C:14]3[CH:13]=[CH:12][CH:11]=[CH:10][C:9]=3[N+:8]([O-])=[CH:7][C:6]=2[N:16]=1)[CH3:2].[NH4+:30].[OH-].C1(C)C=CC(S(Cl)(=O)=O)=CC=1.O. Product: [NH2:30][C:7]1[C:6]2[N:16]=[C:3]([CH2:1][CH3:2])[N:4]([CH2:17][CH2:18][O:19][CH2:20][CH2:21][NH:22][C:23](=[O:29])[O:24][C:25]([CH3:28])([CH3:27])[CH3:26])[C:5]=2[C:14]2[CH:13]=[CH:12][CH:11]=[CH:10][C:9]=2[N:8]=1. The catalyst class is: 2. (2) Reactant: [CH2:1]([O:5][C:6]1[N:7]([C:16]2[CH:21]=[CH:20][C:19]([O:22][CH2:23][C:24]([F:27])([F:26])[F:25])=[CH:18][CH:17]=2)[C:8](=[O:15])[C:9]2[CH:14]=[CH:13][NH:12][C:10]=2[N:11]=1)[CH2:2][CH2:3][CH3:4].C(O)(=[O:30])C.C(O)(=O)C.I(C1C=CC=CC=1)=O. Product: [CH2:1]([O:5][C:6]1[N:7]([C:16]2[CH:21]=[CH:20][C:19]([O:22][CH2:23][C:24]([F:25])([F:26])[F:27])=[CH:18][CH:17]=2)[C:8](=[O:15])[C:9]2[CH2:14][C:13](=[O:30])[NH:12][C:10]=2[N:11]=1)[CH2:2][CH2:3][CH3:4]. The catalyst class is: 15. (3) Reactant: [C:1]([CH2:4][CH2:5][C:6]1[C:14]2[B:13]([OH:15])[O:12][CH2:11][C:10]=2[CH:9]=[CH:8][CH:7]=1)([OH:3])=O.O=S(Cl)Cl.[C:20]([NH2:24])([CH3:23])([CH3:22])[CH3:21]. Product: [C:20]([NH:24][C:1]([CH2:4][CH2:5][C:6]1[C:14]2[B:13]([OH:15])[O:12][CH2:11][C:10]=2[CH:9]=[CH:8][CH:7]=1)=[O:3])([CH3:23])([CH3:22])[CH3:21]. The catalyst class is: 2. (4) Reactant: [Br:1][C:2]1[C:3]([CH3:12])=[C:4]([C:8]([Br:11])=[CH:9][CH:10]=1)[CH:5]=[N:6][OH:7].[CH2:13]=[CH2:14].[O-]Cl.[Na+]. Product: [Br:1][C:2]1[C:3]([CH3:12])=[C:4]([C:5]2[CH2:14][CH2:13][O:7][N:6]=2)[C:8]([Br:11])=[CH:9][CH:10]=1. The catalyst class is: 2.